Dataset: Catalyst prediction with 721,799 reactions and 888 catalyst types from USPTO. Task: Predict which catalyst facilitates the given reaction. (1) Reactant: F[C:2]1[CH:7]=[CH:6][C:5]([C:8]([F:11])([F:10])[F:9])=[CH:4][C:3]=1[N+:12]([O-:14])=[O:13].[CH3:15][NH2:16].C(O)C.O. Product: [CH3:15][NH:16][C:2]1[CH:7]=[CH:6][C:5]([C:8]([F:11])([F:10])[F:9])=[CH:4][C:3]=1[N+:12]([O-:14])=[O:13]. The catalyst class is: 8. (2) Reactant: C(O[C:6]([N:8]1[CH2:13][CH2:12][CH:11]([C:14]([N:16]2[CH2:21][CH:20]([CH3:22])[NH:19][CH:18]([CH3:23])[CH2:17]2)=O)[CH2:10][CH2:9]1)=O)(C)(C)C.[H-].[H-].[H-].[H-].[Li+].[Al+3]. Product: [CH3:23][CH:18]1[NH:19][CH:20]([CH3:22])[CH2:21][N:16]([CH2:14][CH:11]2[CH2:12][CH2:13][N:8]([CH3:6])[CH2:9][CH2:10]2)[CH2:17]1. The catalyst class is: 1.